This data is from Catalyst prediction with 721,799 reactions and 888 catalyst types from USPTO. The task is: Predict which catalyst facilitates the given reaction. The catalyst class is: 1. Reactant: C(N(CC)CC)C.Cl.[CH3:9][NH:10][CH2:11][C:12]1[CH:20]=[CH:19][CH:18]=[C:17]2[C:13]=1[CH2:14][N:15]([CH:22]1[CH2:27][CH2:26][C:25](=[O:28])[NH:24][C:23]1=[O:29])[C:16]2=[O:21].[Cl:30][C:31]1[CH:32]=[C:33]([N:38]=[C:39]=[O:40])[CH:34]=[CH:35][C:36]=1[CH3:37]. Product: [Cl:30][C:31]1[CH:32]=[C:33]([NH:38][C:39](=[O:40])[N:10]([CH2:11][C:12]2[CH:20]=[CH:19][CH:18]=[C:17]3[C:13]=2[CH2:14][N:15]([CH:22]2[CH2:27][CH2:26][C:25](=[O:28])[NH:24][C:23]2=[O:29])[C:16]3=[O:21])[CH3:9])[CH:34]=[CH:35][C:36]=1[CH3:37].